From a dataset of Forward reaction prediction with 1.9M reactions from USPTO patents (1976-2016). Predict the product of the given reaction. (1) Given the reactants [OH:1][CH2:2][C:3]1[N:4]=[C:5]([C:16](=[O:18])[CH3:17])[N:6]([CH2:8][O:9][CH2:10][CH2:11][Si:12]([CH3:15])([CH3:14])[CH3:13])[CH:7]=1.[NH:19]([C:28]([O:30][C:31]([CH3:34])([CH3:33])[CH3:32])=[O:29])[C@H:20]([C:25]([OH:27])=O)[CH2:21][CH:22]([CH3:24])[CH3:23].CCN=C=N[CH2:40][CH2:41][CH2:42]N(C)C.Cl, predict the reaction product. The product is: [C:16]([C:5]1[N:6]([CH2:8][O:9][CH2:10][CH2:11][Si:12]([CH3:14])([CH3:13])[CH3:15])[CH:7]=[C:3]([CH2:2][O:1][C:25](=[O:27])[C@@H:20]([NH:19][C:28]([O:30][C:31]([CH3:34])([CH3:33])[CH3:32])=[O:29])[CH2:21][C:22]2[CH:23]=[CH:42][CH:41]=[CH:40][CH:24]=2)[N:4]=1)(=[O:18])[CH3:17]. (2) The product is: [CH2:9]([S:11]([N:14]1[CH2:23][CH2:22][C:21]2[C:16](=[CH:17][CH:18]=[C:19]([C:24]([NH:31][OH:32])=[O:26])[CH:20]=2)[CH2:15]1)(=[O:12])=[O:13])[CH2:8][CH2:7][CH3:6]. Given the reactants O1C=CC([C:6]2S[C:9]([S:11]([N:14]3[CH2:23][CH2:22][C:21]4[C:16](=[CH:17][CH:18]=[C:19]([C:24]([O:26]C)=O)[CH:20]=4)[CH2:15]3)(=[O:13])=[O:12])=[CH:8][CH:7]=2)=N1.CO.Cl.[NH2:31][OH:32].[OH-].[K+], predict the reaction product. (3) Given the reactants [CH3:1][C:2]1[CH:3]=[C:4]([C:8](=O)[CH2:9][CH2:10][CH3:11])[CH:5]=[N:6][CH:7]=1.C([O-])=O.[NH4+:16].Cl, predict the reaction product. The product is: [CH3:1][C:2]1[CH:3]=[C:4]([CH:8]([NH2:16])[CH2:9][CH2:10][CH3:11])[CH:5]=[N:6][CH:7]=1. (4) The product is: [C:1]([O:5][C:6]([N:7]1[CH2:39][CH2:38][CH:10]([N:19]2[CH2:20][CH2:21][C:16]([OH:22])([CH3:15])[CH2:17][CH2:18]2)[CH2:9][CH2:8]1)=[O:14])([CH3:4])([CH3:3])[CH3:2]. Given the reactants [C:1]([O:5][C:6](=[O:14])[NH:7][CH:8]1CCN[CH2:10][CH2:9]1)([CH3:4])([CH3:3])[CH3:2].[CH3:15][C:16]1([OH:22])[CH2:21][CH2:20][NH:19][CH2:18][CH2:17]1.C(O[BH-](OC(=O)C)OC(=O)C)(=O)C.[Na+].Cl[CH2:38][CH2:39]Cl, predict the reaction product. (5) Given the reactants [O:1]=[S:2]1(=[O:38])[CH2:6][CH2:5][CH2:4][N:3]1[C:7]1[CH:12]=[C:11]([N:13]2[CH2:17][CH2:16][CH2:15][S:14]2(=[O:19])=[O:18])[CH:10]=[CH:9][C:8]=1[C:20]([N:22]1[CH2:27][CH2:26][N:25]([C:28]2[C:33]([CH:34]3[CH2:36][CH2:35]3)=[CH:32][C:31]([CH3:37])=[CH:30][N:29]=2)[CH2:24][CH2:23]1)=[O:21].[ClH:39].C(OCC)(=O)C, predict the reaction product. The product is: [ClH:39].[O:38]=[S:2]1(=[O:1])[CH2:6][CH2:5][CH2:4][N:3]1[C:7]1[CH:12]=[C:11]([N:13]2[CH2:17][CH2:16][CH2:15][S:14]2(=[O:19])=[O:18])[CH:10]=[CH:9][C:8]=1[C:20]([N:22]1[CH2:23][CH2:24][N:25]([C:28]2[C:33]([CH:34]3[CH2:36][CH2:35]3)=[CH:32][C:31]([CH3:37])=[CH:30][N:29]=2)[CH2:26][CH2:27]1)=[O:21]. (6) Given the reactants [CH:1]1([C:6]2[C:14]3[O:13][C:12]4[CH:15]=[CH:16][C:17]([C:19]#[N:20])=[CH:18][C:11]=4[C:10]=3[CH:9]=[CH:8][C:7]=2[O:21]C)[CH2:5][CH2:4][CH2:3][CH2:2]1.B(Br)(Br)Br.O, predict the reaction product. The product is: [CH:1]1([C:6]2[C:14]3[O:13][C:12]4[CH:15]=[CH:16][C:17]([C:19]#[N:20])=[CH:18][C:11]=4[C:10]=3[CH:9]=[CH:8][C:7]=2[OH:21])[CH2:2][CH2:3][CH2:4][CH2:5]1. (7) Given the reactants Br[C:2]1[CH:11]=[CH:10][C:5]2[N:6]=[C:7]([CH3:9])[O:8][C:4]=2[CH:3]=1.Cl[C:13]1[N:22]=[C:21]([NH:23][CH2:24][CH2:25][O:26][CH3:27])[C:20]2[C:19](=[O:28])[N:18]([CH3:29])[CH:17]=[N:16][C:15]=2[CH:14]=1, predict the reaction product. The product is: [CH3:27][O:26][CH2:25][CH2:24][NH:23][C:21]1[C:20]2[C:19](=[O:28])[N:18]([CH3:29])[CH:17]=[N:16][C:15]=2[CH:14]=[C:13]([C:2]2[CH:11]=[CH:10][C:5]3[N:6]=[C:7]([CH3:9])[O:8][C:4]=3[CH:3]=2)[N:22]=1.